This data is from Reaction yield outcomes from USPTO patents with 853,638 reactions. The task is: Predict the reaction yield, written as a fraction of the theoretical maximum amount of product (1.0 means a 100% yield; for example, 0.34 means a 34% yield). (1) The reactants are Cl[C:2]1[N:7]=[C:6]([S:8][CH2:9][C:10]2[C:11]([C:21]3[CH:26]=[CH:25][CH:24]=[CH:23][CH:22]=3)=[N:12][C:13]3[C:18]([CH:19]=2)=[CH:17][CH:16]=[CH:15][C:14]=3[CH3:20])[CH:5]=[C:4]([CH3:27])[N:3]=1.[CH3:28][NH2:29]. The catalyst is C1COCC1. The product is [CH3:28][NH:29][C:2]1[N:3]=[C:4]([CH3:27])[CH:5]=[C:6]([S:8][CH2:9][C:10]2[C:11]([C:21]3[CH:22]=[CH:23][CH:24]=[CH:25][CH:26]=3)=[N:12][C:13]3[C:18]([CH:19]=2)=[CH:17][CH:16]=[CH:15][C:14]=3[CH3:20])[N:7]=1. The yield is 0.100. (2) The catalyst is C(Cl)Cl.CO. The product is [ClH:1].[OH:7][C:8]1[CH:13]=[CH:12][CH:11]=[CH:10][C:9]=1[C:14]1[N:23]=[C:22]([N:24]2[CH2:28][CH2:27][C@@H:26]([NH:29][C:30](=[O:35])[O:31][CH:32]([CH3:33])[CH3:34])[CH2:25]2)[C:21]2[C:16](=[CH:17][C:18]([CH3:36])=[CH:19][CH:20]=2)[N:15]=1. The yield is 0.800. The reactants are [ClH:1].CCOCC.[OH:7][C:8]1[CH:13]=[CH:12][CH:11]=[CH:10][C:9]=1[C:14]1[N:23]=[C:22]([N:24]2[CH2:28][CH2:27][C@@H:26]([NH:29][C:30](=[O:35])[O:31][CH:32]([CH3:34])[CH3:33])[CH2:25]2)[C:21]2[C:16](=[CH:17][C:18]([CH3:36])=[CH:19][CH:20]=2)[N:15]=1.